This data is from Catalyst prediction with 721,799 reactions and 888 catalyst types from USPTO. The task is: Predict which catalyst facilitates the given reaction. (1) The catalyst class is: 4. Product: [C:17]1([O:23][C:24](=[O:25])[NH2:9])[CH:22]=[CH:21][CH:20]=[CH:19][CH:18]=1. Reactant: FC1C=CC(OC2C[N:9](CCCN)C2)=CC=1.[C:17]1([O:23][C:24](Cl)=[O:25])[CH:22]=[CH:21][CH:20]=[CH:19][CH:18]=1.CN(C1C=CC=CN=1)C. (2) Reactant: [F:1][C:2]1[CH:7]=[C:6]([N:8]2[CH2:12][C@H:11]([CH2:13][NH:14][C:15](=[O:17])[CH3:16])[O:10][C:9]2=[O:18])[CH:5]=[CH:4][C:3]=1[C:19]1[CH:24]=[CH:23][C:22]([CH2:25][NH:26][CH2:27][C:28]2[N:29]=[N:30][NH:31][CH:32]=2)=[CH:21][CH:20]=1.O.[C:34]1(C)[C:35]([S:40]([OH:43])(=[O:42])=[O:41])=[CH:36][CH:37]=[CH:38][CH:39]=1.[CH3:45]C(C)=O. Product: [CH3:16][C:15]([NH:14][CH2:13][C@@H:11]1[O:10][C:9](=[O:18])[N:8]([C:6]2[CH:5]=[CH:4][C:3]([C:19]3[CH:24]=[CH:23][C:22]([CH2:25][NH:26][CH2:27][C:28]4[NH:29][N:30]=[N:31][CH:32]=4)=[CH:21][CH:20]=3)=[C:2]([F:1])[CH:7]=2)[CH2:12]1)=[O:17].[S:40]([C:35]1[CH:34]=[CH:39][C:38]([CH3:45])=[CH:37][CH:36]=1)([O-:43])(=[O:41])=[O:42]. The catalyst class is: 5. (3) Reactant: [OH:1][C:2]1[CH:28]=[CH:27][CH:26]=[CH:25][C:3]=1[CH2:4][NH:5][C:6]([NH:8][C:9]1[N:13]([C:14]2[CH:19]=[CH:18][C:17]([CH3:20])=[CH:16][CH:15]=2)[N:12]=[C:11]([C:21]([CH3:24])([CH3:23])[CH3:22])[CH:10]=1)=[O:7].[Cl:29][C:30]1[N:31]=[N:32][C:33](Cl)=[CH:34][CH:35]=1.C(=O)([O-])[O-].[K+].[K+].C(O)(=O)CC(CC(O)=O)(C(O)=O)O. Product: [Cl:29][C:30]1[N:31]=[N:32][C:33]([O:1][C:2]2[CH:28]=[CH:27][CH:26]=[CH:25][C:3]=2[CH2:4][NH:5][C:6]([NH:8][C:9]2[N:13]([C:14]3[CH:19]=[CH:18][C:17]([CH3:20])=[CH:16][CH:15]=3)[N:12]=[C:11]([C:21]([CH3:23])([CH3:24])[CH3:22])[CH:10]=2)=[O:7])=[CH:34][CH:35]=1. The catalyst class is: 9. (4) Product: [NH2:1][C:2]1[N:7]=[C:6]([NH:8][CH2:9][CH2:10][CH2:11][N:12]2[CH2:16][CH2:15][CH2:14][C:13]2=[O:17])[CH:5]=[C:4]([C:22]2[CH:23]=[CH:24][CH:25]=[CH:26][C:21]=2[C:20]([F:31])([F:30])[F:19])[N:3]=1. The catalyst class is: 38. Reactant: [NH2:1][C:2]1[N:7]=[C:6]([NH:8][CH2:9][CH2:10][CH2:11][N:12]2[CH2:16][CH2:15][CH2:14][C:13]2=[O:17])[CH:5]=[C:4](Cl)[N:3]=1.[F:19][C:20]([F:31])([F:30])[C:21]1[CH:26]=[CH:25][CH:24]=[CH:23][C:22]=1B(O)O.C(=O)([O-])[O-].[K+].[K+]. (5) Reactant: C[O:2][C:3]([C:5]1[C:9]([CH3:10])=[C:8]([C:11]2[CH:16]=[CH:15][CH:14]=[CH:13][C:12]=2[C:17]([F:20])([F:19])[F:18])[N:7]([CH3:21])[CH:6]=1)=[O:4].[OH-].[Na+].C(O)=O. Product: [CH3:21][N:7]1[C:8]([C:11]2[CH:16]=[CH:15][CH:14]=[CH:13][C:12]=2[C:17]([F:19])([F:20])[F:18])=[C:9]([CH3:10])[C:5]([C:3]([OH:4])=[O:2])=[CH:6]1. The catalyst class is: 24. (6) Reactant: [AlH4-].[Li+].C1COCC1.[CH2:8]([C:15]1[CH:16]=[C:17]([C:21](OC)=[O:22])[S:18][C:19]=1[Cl:20])[C:9]1[CH:14]=[CH:13][CH:12]=[CH:11][CH:10]=1. Product: [CH2:8]([C:15]1[CH:16]=[C:17]([CH2:21][OH:22])[S:18][C:19]=1[Cl:20])[C:9]1[CH:10]=[CH:11][CH:12]=[CH:13][CH:14]=1. The catalyst class is: 28. (7) Reactant: [C:1]([C:4]1[CH:27]=[CH:26][C:7]([O:8][CH2:9][C:10]2[CH:15]=[CH:14][C:13]([CH:16](O)[C:17]3[CH:18]=[C:19]([CH:22]=[CH:23][CH:24]=3)[C:20]#[N:21])=[CH:12][CH:11]=2)=[C:6]([CH3:28])[C:5]=1[OH:29])(=[O:3])[CH3:2].ClCCl.C(N(S(F)(F)[F:39])CC)C. Product: [C:1]([C:4]1[CH:27]=[CH:26][C:7]([O:8][CH2:9][C:10]2[CH:15]=[CH:14][C:13]([CH:16]([F:39])[C:17]3[CH:18]=[C:19]([CH:22]=[CH:23][CH:24]=3)[C:20]#[N:21])=[CH:12][CH:11]=2)=[C:6]([CH3:28])[C:5]=1[OH:29])(=[O:3])[CH3:2]. The catalyst class is: 6. (8) The catalyst class is: 106. Product: [CH2:1]([C:3]1[O:4][C:5]2[C:11]([C:12]([O:14][CH3:15])=[O:13])=[C:10]3[CH2:16][C:17]([CH3:19])([CH3:18])[O:20][C:9]3=[CH:8][C:6]=2[CH:7]=1)[CH3:2]. Reactant: [CH2:1]([C:3]1[O:4][C:5]2[C:11]([C:12]([O:14][CH3:15])=[O:13])=[C:10]([CH2:16][C:17]([CH3:19])=[CH2:18])[C:9]([OH:20])=[CH:8][C:6]=2[CH:7]=1)[CH3:2].